Dataset: Full USPTO retrosynthesis dataset with 1.9M reactions from patents (1976-2016). Task: Predict the reactants needed to synthesize the given product. (1) Given the product [CH3:2][N:18]1[C:6]2[N:7]=[C:8]([C:12]3[CH:17]=[CH:16][CH:15]=[CH:14][CH:13]=3)[C:9](=[O:11])[NH:10][C:5]=2[CH:4]=[CH:3][C:25]1=[O:24], predict the reactants needed to synthesize it. The reactants are: Cl[C:2]1[CH:3]=[CH:4][C:5]2[NH:10][C:9](=[O:11])[C:8]([C:12]3[CH:17]=[CH:16][CH:15]=[CH:14][CH:13]=3)=[N:7][C:6]=2[N:18]=1.S([O:24][CH3:25])(OC)(=O)=O.O. (2) The reactants are: [C:1]([C:5]1[O:9][C:8]([C@@H:10]2[C@@H:14]([OH:15])[C@@H:13]([OH:16])[C@H:12]([N:17]3[CH:25]=[N:24][C:23]4[C:18]3=[N:19][CH:20]=[N:21][C:22]=4Cl)[O:11]2)=[N:7][N:6]=1)([CH3:4])([CH3:3])[CH3:2].Cl.[NH2:28][CH:29]1[CH2:34][CH2:33][O:32][CH2:31][CH2:30]1.C(N(C(C)C)CC)(C)C. Given the product [C:1]([C:5]1[O:9][C:8]([C@@H:10]2[C@@H:14]([OH:15])[C@@H:13]([OH:16])[C@H:12]([N:17]3[CH:25]=[N:24][C:23]4[C:18]3=[N:19][CH:20]=[N:21][C:22]=4[NH:28][CH:29]3[CH2:34][CH2:33][O:32][CH2:31][CH2:30]3)[O:11]2)=[N:7][N:6]=1)([CH3:4])([CH3:3])[CH3:2], predict the reactants needed to synthesize it. (3) Given the product [ClH:33].[NH:8]1[CH2:13][CH2:12][CH:11]([N:14]2[C:18]3=[N:19][CH:20]=[N:21][C:22]([O:23][C:24]4[CH:29]=[C:28]([F:30])[C:27]([F:31])=[CH:26][C:25]=4[F:32])=[C:17]3[CH:16]=[N:15]2)[CH2:10][CH2:9]1, predict the reactants needed to synthesize it. The reactants are: C(OC([N:8]1[CH2:13][CH2:12][CH:11]([N:14]2[C:18]3=[N:19][CH:20]=[N:21][C:22]([O:23][C:24]4[CH:29]=[C:28]([F:30])[C:27]([F:31])=[CH:26][C:25]=4[F:32])=[C:17]3[CH:16]=[N:15]2)[CH2:10][CH2:9]1)=O)(C)(C)C.[ClH:33]. (4) Given the product [C:14]([O:13][C:11]([N:18]1[CH2:24][CH2:23][CH2:22][C@H:19]1[CH2:20][NH:1][CH2:2][C:3]([OH:5])([CH3:6])[CH3:4])=[O:12])([CH3:17])([CH3:15])[CH3:16], predict the reactants needed to synthesize it. The reactants are: [NH2:1][CH2:2][C:3]([CH3:6])([OH:5])[CH3:4].C(O)(=O)C.[C:11]([N:18]1[CH2:24][CH2:23][CH2:22][C@H:19]1[CH:20]=O)([O:13][C:14]([CH3:17])([CH3:16])[CH3:15])=[O:12].C([BH3-])#N.[Na+].C([O-])(O)=O.[Na+]. (5) Given the product [CH3:1][N:2]1[C:10]2[C:5](=[CH:6][CH:7]=[CH:8][CH:9]=2)[C:4]([C@@H:11]2[CH2:13][C@H:12]2[C:14]([OH:16])=[O:15])=[CH:3]1, predict the reactants needed to synthesize it. The reactants are: [CH3:1][N:2]1[C:10]2[C:5](=[CH:6][CH:7]=[CH:8][CH:9]=2)[C:4]([C@@H:11]2[CH2:13][C@H:12]2[C:14]([O:16]CC)=[O:15])=[CH:3]1.[OH-].[Na+].Cl.